From a dataset of Full USPTO retrosynthesis dataset with 1.9M reactions from patents (1976-2016). Predict the reactants needed to synthesize the given product. (1) Given the product [CH2:7]([N:14]1[CH2:18][CH2:17][CH:16]([NH:19][C:20]2[N:21]=[CH:22][C:23]([CH2:24][OH:25])=[CH:28][CH:29]=2)[CH2:15]1)[C:8]1[CH:9]=[CH:10][CH:11]=[CH:12][CH:13]=1, predict the reactants needed to synthesize it. The reactants are: [H-].[Al+3].[Li+].[H-].[H-].[H-].[CH2:7]([N:14]1[CH2:18][CH2:17][CH:16]([NH:19][C:20]2[CH:29]=[CH:28][C:23]([C:24](OC)=[O:25])=[CH:22][N:21]=2)[CH2:15]1)[C:8]1[CH:13]=[CH:12][CH:11]=[CH:10][CH:9]=1.O.[OH-].[Na+]. (2) Given the product [C:19]([NH:8][NH:7][C:5](=[O:6])[C:4]1[CH:9]=[CH:10][CH:11]=[C:2]([Br:1])[CH:3]=1)(=[O:26])[C:20]1[CH:25]=[CH:24][CH:23]=[CH:22][CH:21]=1, predict the reactants needed to synthesize it. The reactants are: [Br:1][C:2]1[CH:3]=[C:4]([CH:9]=[CH:10][CH:11]=1)[C:5]([NH:7][NH2:8])=[O:6].CN1CCCC1=O.[C:19](Cl)(=[O:26])[C:20]1[CH:25]=[CH:24][CH:23]=[CH:22][CH:21]=1.